Dataset: Reaction yield outcomes from USPTO patents with 853,638 reactions. Task: Predict the reaction yield, written as a fraction of the theoretical maximum amount of product (1.0 means a 100% yield; for example, 0.34 means a 34% yield). (1) The reactants are [CH:1]1N=C[N:3]([C:6]([N:8]2C=N[CH:10]=[CH:9]2)=[O:7])[CH:2]=1.[C:13]([C:17]1[CH:18]=[CH:19][C:20]([C:24]2[CH:28]=[C:27]([CH3:29])[NH:26][C:25]=2[CH3:30])=C(C=1)N)([CH3:16])([CH3:15])[CH3:14].[CH3:31][NH:32][C:33]([C:35]1[CH:40]=[C:39]([O:41][C:42]2[CH:48]=CC(N)=[CH:44][CH:43]=2)[CH:38]=[CH:37][N:36]=1)=[O:34]. The catalyst is C(Cl)Cl.CCOC(C)=O. The product is [C:13]([C:17]1[CH:18]=[CH:19][C:20]([C:24]2[CH:28]=[C:27]([CH3:29])[NH:26][C:25]=2[CH3:30])=[C:9]([NH:8][C:6]([NH:3][C:2]2[CH:1]=[CH:48][C:42]([O:41][C:39]3[CH:38]=[CH:37][N:36]=[C:35]([C:33](=[O:34])[NH:32][CH3:31])[CH:40]=3)=[CH:43][CH:44]=2)=[O:7])[CH:10]=1)([CH3:14])([CH3:15])[CH3:16]. The yield is 0.240. (2) The catalyst is CN(C=O)C. The reactants are [Br:1][C:2]1[CH:3]=[C:4]([N+:12]([O-:14])=[O:13])[C:5]2[N:9]=[C:8]([CH3:10])[NH:7][C:6]=2[CH:11]=1.BrC1NC2C=CC=CC=2N=1.Br[CH2:26][C:27]1[CH:32]=[CH:31][CH:30]=[CH:29][CH:28]=1.C([O-])([O-])=O.[K+].[K+]. The yield is 0.930. The product is [Br:1][C:2]1[CH:3]=[C:4]([N+:12]([O-:14])=[O:13])[C:5]2[N:9]=[C:8]([CH3:10])[N:7]([CH2:26][C:27]3[CH:32]=[CH:31][CH:30]=[CH:29][CH:28]=3)[C:6]=2[CH:11]=1. (3) The reactants are [CH2:1]([O:8][CH2:9][CH2:10][O:11][C:12]1[CH:17]=[CH:16][C:15]([F:18])=[CH:14][C:13]=1[Br:19])[C:2]1[CH:7]=[CH:6][CH:5]=[CH:4][CH:3]=1.[Li+].CC([N-]C(C)C)C.CN([CH:31]=[O:32])C. The catalyst is C1COCC1. The product is [CH2:1]([O:8][CH2:9][CH2:10][O:11][C:12]1[C:13]([Br:19])=[C:14]([C:15]([F:18])=[CH:16][CH:17]=1)[CH:31]=[O:32])[C:2]1[CH:3]=[CH:4][CH:5]=[CH:6][CH:7]=1. The yield is 0.690.